Dataset: Full USPTO retrosynthesis dataset with 1.9M reactions from patents (1976-2016). Task: Predict the reactants needed to synthesize the given product. (1) Given the product [F:11][C:12]1[CH:17]=[CH:16][CH:15]=[CH:14][C:13]=1[C:2]1[N:7]=[C:6]2[CH:8]=[CH:9][NH:10][C:5]2=[CH:4][CH:3]=1, predict the reactants needed to synthesize it. The reactants are: Cl[C:2]1[N:7]=[C:6]2[CH:8]=[CH:9][NH:10][C:5]2=[CH:4][CH:3]=1.[F:11][C:12]1[CH:17]=[CH:16][CH:15]=[CH:14][C:13]=1B(O)O. (2) Given the product [CH3:1][C:2]1([CH3:12])[O:6][CH:5]([CH2:7][C:8]([O:10][Si:27]([C:30]([CH3:33])([CH3:32])[CH3:31])([CH3:29])[CH3:28])=[O:9])[C:4](=[O:11])[O:3]1, predict the reactants needed to synthesize it. The reactants are: [CH3:1][C:2]1([CH3:12])[O:6][C@@H:5]([CH2:7][C:8]([OH:10])=[O:9])[C:4](=[O:11])[O:3]1.C(O)(=O)[C@H](CC(O)=O)O.N1C=CN=C1.[Si:27](Cl)([C:30]([CH3:33])([CH3:32])[CH3:31])([CH3:29])[CH3:28]. (3) Given the product [CH3:20][O:21][C:22]1[CH:23]=[C:24]([NH:25][C:2]2[N:11]=[C:10]([C:12]3[CH:13]=[C:14]([CH:17]=[CH:18][CH:19]=3)[C:15]#[N:16])[C:9]3[C:4](=[CH:5][CH:6]=[CH:7][CH:8]=3)[N:3]=2)[CH:26]=[CH:27][C:28]=1[O:29][CH3:30], predict the reactants needed to synthesize it. The reactants are: Cl[C:2]1[N:11]=[C:10]([C:12]2[CH:13]=[C:14]([CH:17]=[CH:18][CH:19]=2)[C:15]#[N:16])[C:9]2[C:4](=[CH:5][CH:6]=[CH:7][CH:8]=2)[N:3]=1.[CH3:20][O:21][C:22]1[CH:23]=[C:24]([CH:26]=[CH:27][C:28]=1[O:29][CH3:30])[NH2:25]. (4) Given the product [OH:25][C:23]1[CH:24]=[C:15]([C:14]#[C:13][C:10]2[CH:11]=[CH:12][C:7]([C:4]([CH3:6])([CH3:5])[C:3]([OH:30])=[O:2])=[CH:8][CH:9]=2)[CH:16]=[C:17]2[C:22]=1[O:21][C:20]([CH3:27])([CH3:26])[CH2:19][C:18]2([CH3:29])[CH3:28], predict the reactants needed to synthesize it. The reactants are: C[O:2][C:3](=[O:30])[C:4]([C:7]1[CH:12]=[CH:11][C:10]([C:13]#[C:14][C:15]2[CH:16]=[C:17]3[C:22](=[C:23]([OH:25])[CH:24]=2)[O:21][C:20]([CH3:27])([CH3:26])[CH2:19][C:18]3([CH3:29])[CH3:28])=[CH:9][CH:8]=1)([CH3:6])[CH3:5].[OH-].[K+]. (5) Given the product [CH3:48][O:49][C:50](=[O:55])[CH2:51][CH2:52][CH2:53][NH:1][C@H:2]([C:41]1[CH:46]=[CH:45][CH:44]=[CH:43][C:42]=1[OH:47])[CH2:3][N:4]1[C:9](=[O:10])[C:8]([N:11]2[CH2:16][CH2:15][N:14]([CH2:17][C:18]3[O:19][C:20]([C:23]([F:25])([F:24])[F:26])=[CH:21][CH:22]=3)[CH2:13][CH2:12]2)=[C:7]([CH3:27])[N:6]([CH2:28][C:29]2[C:34]([C:35]([F:38])([F:36])[F:37])=[CH:33][CH:32]=[CH:31][C:30]=2[F:39])[C:5]1=[O:40], predict the reactants needed to synthesize it. The reactants are: [NH2:1][C@H:2]([C:41]1[CH:46]=[CH:45][CH:44]=[CH:43][C:42]=1[OH:47])[CH2:3][N:4]1[C:9](=[O:10])[C:8]([N:11]2[CH2:16][CH2:15][N:14]([CH2:17][C:18]3[O:19][C:20]([C:23]([F:26])([F:25])[F:24])=[CH:21][CH:22]=3)[CH2:13][CH2:12]2)=[C:7]([CH3:27])[N:6]([CH2:28][C:29]2[C:34]([C:35]([F:38])([F:37])[F:36])=[CH:33][CH:32]=[CH:31][C:30]=2[F:39])[C:5]1=[O:40].[CH3:48][O:49][C:50](=[O:55])[CH2:51][CH2:52][CH:53]=O.C(O[BH-](OC(=O)C)OC(=O)C)(=O)C.[Na+].C(=O)(O)[O-].[Na+].